From a dataset of KCNQ2 potassium channel screen with 302,405 compounds. Binary Classification. Given a drug SMILES string, predict its activity (active/inactive) in a high-throughput screening assay against a specified biological target. (1) The compound is O=C1N(C(=O)NC21CCCCCCC2)CC(=O)NC(=O)Nc1c(cc(cc1)C)C. The result is 0 (inactive). (2) The compound is O=Cc1n2c(c(c1C)/C=N\OC(=O)C)cccc2. The result is 0 (inactive). (3) The molecule is O(c1cc(/C=C(\NC(=O)c2occc2)C(=O)Nc2ccc(OC)cc2)ccc1OC)C. The result is 0 (inactive). (4) The result is 0 (inactive). The drug is O(C(=O)c1nnn(c1C)c1c(cccc1)C#N)CC. (5) The drug is Clc1c(S(=O)Cc2oc(C(=O)NCCN3CCOCC3)cc2)cccc1. The result is 0 (inactive). (6) The molecule is O=C1/C(=C2\Nc3n(C(C2)c2ccccc2)c2c(n3)cccc2)C=CC=C1. The result is 0 (inactive). (7) The drug is s1c2c(CCC2)c2c1n1c(n(c2=O)CC)n[nH]c1=S. The result is 0 (inactive).